Dataset: Forward reaction prediction with 1.9M reactions from USPTO patents (1976-2016). Task: Predict the product of the given reaction. (1) Given the reactants FC(F)(F)C(O)=O.[F:8][C:9]([F:34])([F:33])[C:10]1[N:18]2[C:13]([CH:14]=[CH:15][C:16]([N:19]3[CH2:25][CH2:24][CH2:23][N:22](C(OC(C)(C)C)=O)[CH2:21][CH2:20]3)=[N:17]2)=[N:12][N:11]=1.C(=O)(O)[O-].[Na+], predict the reaction product. The product is: [N:19]1([C:16]2[CH:15]=[CH:14][C:13]3=[N:12][N:11]=[C:10]([C:9]([F:8])([F:34])[F:33])[N:18]3[N:17]=2)[CH2:25][CH2:24][CH2:23][NH:22][CH2:21][CH2:20]1. (2) Given the reactants [Mg].[CH2:2](OCC)C.Cl[CH:8]([CH3:10])[CH3:9].C([CH2:13][CH2:14][CH2:15][CH2:16][SiH:17]([CH3:19])[CH3:18])=C.[Cl-].[Na+].[OH2:22], predict the reaction product. The product is: [CH3:9][C:8]1([OH:22])[CH2:10][CH:18]1[Si:17]([CH2:16][CH2:15][CH2:14][CH3:13])([CH3:19])[CH3:2]. (3) The product is: [Br:1][C:2]1[CH:11]=[C:10]2[C:5]([N:6]=[CH:7][C:8]([NH:22][C:20](=[O:21])[CH2:19][C:13]3[CH:18]=[CH:17][CH:16]=[CH:15][CH:14]=3)=[N:9]2)=[CH:4][CH:3]=1. Given the reactants [Br:1][C:2]1[CH:11]=[C:10]2[C:5]([N:6]=[CH:7][C:8](Cl)=[N:9]2)=[CH:4][CH:3]=1.[C:13]1([CH2:19][C:20]([NH2:22])=[O:21])[CH:18]=[CH:17][CH:16]=[CH:15][CH:14]=1.C(=O)([O-])[O-].[Cs+].[Cs+].CC1(C)C2C=CC=C(P(C3C=CC=CC=3)C3C=CC=CC=3)C=2OC2C1=CC=CC=2P(C1C=CC=CC=1)C1C=CC=CC=1, predict the reaction product. (4) The product is: [C:13]([NH:1][CH2:2][C:3]1[CH:4]=[CH:5][C:6]([C:7]([OH:9])=[O:8])=[CH:10][CH:11]=1)([O:15][CH3:16])=[O:14]. Given the reactants [NH2:1][CH2:2][C:3]1[CH:11]=[CH:10][C:6]([C:7]([OH:9])=[O:8])=[CH:5][CH:4]=1.Cl[C:13]([O:15][CH3:16])=[O:14].CC(N(C)C)=O, predict the reaction product. (5) The product is: [C:5]1([C:4]2[CH:5]=[CH:2][CH:3]=[CH:2][CH:3]=2)[CH:4]=[CH:5][CH:2]=[CH:3][CH:4]=1. Given the reactants [Al].[CH2:2]([Li])[CH2:3][CH2:4][CH3:5], predict the reaction product. (6) Given the reactants [CH2:1]([C:5]1[C:14]([CH2:15][NH:16]C(=O)OC(C)(C)C)=[C:13]([C:24]2[CH:29]=[CH:28][C:27]([CH3:30])=[CH:26][CH:25]=2)[C:12]2[C:7](=[CH:8][CH:9]=[C:10]([O:31][CH2:32][C:33]([NH:35][CH3:36])=[O:34])[CH:11]=2)[N:6]=1)[CH:2]([CH3:4])[CH3:3].[ClH:37], predict the reaction product. The product is: [ClH:37].[ClH:37].[NH2:16][CH2:15][C:14]1[C:5]([CH2:1][CH:2]([CH3:4])[CH3:3])=[N:6][C:7]2[C:12]([C:13]=1[C:24]1[CH:25]=[CH:26][C:27]([CH3:30])=[CH:28][CH:29]=1)=[CH:11][C:10]([O:31][CH2:32][C:33]([NH:35][CH3:36])=[O:34])=[CH:9][CH:8]=2. (7) Given the reactants I[C:2]1([C:7]2[S:8][CH:9]=[CH:10][CH:11]=2)[CH2:6][CH:5]=[CH:4][S:3]1.[CH2:12]([O:14][P:15]([C:20]1[CH:24]=[C:23]([Sn](CCCC)(CCCC)CCCC)[S:22][C:21]=1[C:38]1[S:39][C:40]([Sn](CCCC)(CCCC)CCCC)=[CH:41][C:42]=1[P:43]([O:48][CH2:49][CH3:50])([O:45][CH2:46][CH3:47])=[O:44])([O:17][CH2:18][CH3:19])=[O:16])[CH3:13].[F-].[K+], predict the reaction product. The product is: [CH2:46]([O:45][P:43]([C:42]1[CH:41]=[C:40]([C:4]2[S:3][C:2]([C:7]3[S:8][CH:9]=[CH:10][CH:11]=3)=[CH:6][CH:5]=2)[S:39][C:38]=1[C:21]1[S:22][C:23]([C:4]2[S:3][C:2]([C:7]3[S:8][CH:9]=[CH:10][CH:11]=3)=[CH:6][CH:5]=2)=[CH:24][C:20]=1[P:15]([O:17][CH2:18][CH3:19])([O:14][CH2:12][CH3:13])=[O:16])([O:48][CH2:49][CH3:50])=[O:44])[CH3:47]. (8) Given the reactants [Cl:1][C:2]1[CH:3]=[C:4]([NH:17][C:18]2[C:27]3[C:22](=[CH:23][CH:24]=[C:25](I)[CH:26]=3)[N:21]=[CH:20][N:19]=2)[CH:5]=[CH:6][C:7]=1[O:8][CH2:9][C:10]1[CH:15]=[CH:14][CH:13]=[C:12]([F:16])[CH:11]=1.[CH3:29][O:30][CH2:31][CH2:32][O:33]C.[CH2:35](N(CC)CC)[CH3:36], predict the reaction product. The product is: [Cl:1][C:2]1[CH:3]=[C:4]([NH:17][C:18]2[C:27]3[C:22](=[CH:23][CH:24]=[C:25]([C:29]4[O:30][C:31]([CH:32]=[O:33])=[CH:35][CH:36]=4)[CH:26]=3)[N:21]=[CH:20][N:19]=2)[CH:5]=[CH:6][C:7]=1[O:8][CH2:9][C:10]1[CH:15]=[CH:14][CH:13]=[C:12]([F:16])[CH:11]=1. (9) Given the reactants Br[C:2]1[C:7]2[C:8](=[O:23])[C:9]3[C:10]([CH:21]=[CH:22][C:6]=2[CH:5]=[CH:4][CH:3]=1)=[N:11][CH:12]=[C:13]([C:15]1[CH:20]=[CH:19][CH:18]=[CH:17][CH:16]=1)[CH:14]=3.[CH3:24][S-:25].[Na+], predict the reaction product. The product is: [CH3:24][S:25][C:2]1[C:7]2[C:8](=[O:23])[C:9]3[C:10]([CH:21]=[CH:22][C:6]=2[CH:5]=[CH:4][CH:3]=1)=[N:11][CH:12]=[C:13]([C:15]1[CH:20]=[CH:19][CH:18]=[CH:17][CH:16]=1)[CH:14]=3.